From a dataset of hERG potassium channel inhibition data for cardiac toxicity prediction from Karim et al.. Regression/Classification. Given a drug SMILES string, predict its toxicity properties. Task type varies by dataset: regression for continuous values (e.g., LD50, hERG inhibition percentage) or binary classification for toxic/non-toxic outcomes (e.g., AMES mutagenicity, cardiotoxicity, hepatotoxicity). Dataset: herg_karim. (1) The result is 0 (non-blocker). The molecule is Cc1c([C@@H](O)CN2CCC3(CC2)CCN(c2cn(C)c(=O)cn2)C3=O)ccc2c1COC2=O. (2) The molecule is O=C(Nc1ccc(Cl)cn1)[C@H](COCCO)Oc1ncnc2c1cnn2-c1ncccc1Cl. The result is 0 (non-blocker). (3) The result is 0 (non-blocker). The compound is C[C@@]1(CO)CN(c2cc(C(=O)Nc3ccc4c(c3)-c3c(c(C(N)=O)nn3-c3ccc(F)cc3)CC4)c(Cl)cn2)C[C@]1(C)CO. (4) The compound is CSc1ccccc1C(=O)N(c1ccccc1)C1CCNC1. The result is 0 (non-blocker).